From a dataset of Reaction yield outcomes from USPTO patents with 853,638 reactions. Predict the reaction yield, written as a fraction of the theoretical maximum amount of product (1.0 means a 100% yield; for example, 0.34 means a 34% yield). (1) The reactants are [CH2:1]([O:3][C:4](=[O:30])[C:5]([NH:22][C:23]([O:25][C:26]([CH3:29])([CH3:28])[CH3:27])=[O:24])([CH2:19][CH:20]=O)[CH2:6][CH2:7][CH2:8][CH2:9][B:10]1[O:14][C:13]([CH3:16])([CH3:15])[C:12]([CH3:18])([CH3:17])[O:11]1)[CH3:2].[NH:31]1[CH2:35][CH2:34][CH2:33][CH2:32]1.C(O[BH-](OC(=O)C)OC(=O)C)(=O)C.[Na+]. The catalyst is ClCCCl. The product is [CH2:1]([O:3][C:4](=[O:30])[C:5]([NH:22][C:23]([O:25][C:26]([CH3:29])([CH3:27])[CH3:28])=[O:24])([CH2:19][CH2:20][N:31]1[CH2:35][CH2:34][CH2:33][CH2:32]1)[CH2:6][CH2:7][CH2:8][CH2:9][B:10]1[O:14][C:13]([CH3:15])([CH3:16])[C:12]([CH3:18])([CH3:17])[O:11]1)[CH3:2]. The yield is 0.830. (2) The reactants are [O:1]1[C:5]2[CH:6]=[CH:7][C:8]([C:10]3([C:13]([NH:15][C:16]4[CH:17]=[C:18]5[C:22](=[CH:23][CH:24]=4)[NH:21][C:20]([C:25]([CH3:28])([CH3:27])[CH3:26])=[C:19]5[CH:29]=O)=[O:14])[CH2:12][CH2:11]3)=[CH:9][C:4]=2[O:3][CH2:2]1.Cl.[NH2:32][OH:33]. The catalyst is ClCCl. The product is [O:1]1[C:5]2[CH:6]=[CH:7][C:8]([C:10]3([C:13]([NH:15][C:16]4[CH:17]=[C:18]5[C:22](=[CH:23][CH:24]=4)[NH:21][C:20]([C:25]([CH3:28])([CH3:26])[CH3:27])=[C:19]5/[CH:29]=[N:32]\[OH:33])=[O:14])[CH2:12][CH2:11]3)=[CH:9][C:4]=2[O:3][CH2:2]1. The yield is 0.770. (3) The reactants are CN(C(ON1N=NC2C=CC=NC1=2)=[N+](C)C)C.F[P-](F)(F)(F)(F)F.[NH2:25][CH2:26][C:27]1[C:28]([F:44])=[C:29]([O:34][C:35]2[CH:36]=[C:37]([CH:40]=[C:41]([Cl:43])[CH:42]=2)[C:38]#[N:39])[C:30]([Cl:33])=[CH:31][CH:32]=1.[Cl:45][C:46]1[CH:54]=[C:53]2[C:49]([CH:50]=[C:51]([C:55](O)=[O:56])[NH:52]2)=[CH:48][CH:47]=1.CCN(C(C)C)C(C)C. The catalyst is CN(C=O)C.C(OCC)(=O)C.O. The product is [Cl:45][C:46]1[CH:54]=[C:53]2[C:49]([CH:50]=[C:51]([C:55]([NH:25][CH2:26][C:27]3[CH:32]=[CH:31][C:30]([Cl:33])=[C:29]([O:34][C:35]4[CH:36]=[C:37]([C:38]#[N:39])[CH:40]=[C:41]([Cl:43])[CH:42]=4)[C:28]=3[F:44])=[O:56])[NH:52]2)=[CH:48][CH:47]=1. The yield is 0.420.